Dataset: Reaction yield outcomes from USPTO patents with 853,638 reactions. Task: Predict the reaction yield, written as a fraction of the theoretical maximum amount of product (1.0 means a 100% yield; for example, 0.34 means a 34% yield). (1) The reactants are [F:1][C:2]1[CH:14]=[CH:13][C:5]2[S:6][C:7]([CH2:10][NH:11][CH3:12])=[C:8]([CH3:9])[C:4]=2[CH:3]=1.[O:15]=[C:16]1[CH2:21][O:20][C:19]2[CH:22]=[C:23](/[CH:26]=[CH:27]/[C:28]([OH:30])=O)[CH:24]=[N:25][C:18]=2[NH:17]1.ON1C2C=CC=CC=2N=N1.C(N(C(C)C)CC)(C)C.CN(C)CCCN=C=NCC. The catalyst is CN(C=O)C.O. The product is [F:1][C:2]1[CH:14]=[CH:13][C:5]2[S:6][C:7]([CH2:10][N:11]([CH3:12])[C:28](=[O:30])/[CH:27]=[CH:26]/[C:23]3[CH:24]=[N:25][C:18]4[NH:17][C:16](=[O:15])[CH2:21][O:20][C:19]=4[CH:22]=3)=[C:8]([CH3:9])[C:4]=2[CH:3]=1. The yield is 0.130. (2) The reactants are [OH-].[Na+].[N:3]1[CH:8]=[CH:7][CH:6]=[C:5]([C@@H:9]2[CH2:11][C@H:10]2[C:12]([O:14]CC)=[O:13])[CH:4]=1. The catalyst is CO. The product is [N:3]1[CH:8]=[CH:7][CH:6]=[C:5]([C@@H:9]2[CH2:11][C@H:10]2[C:12]([OH:14])=[O:13])[CH:4]=1. The yield is 0.621.